From a dataset of Catalyst prediction with 721,799 reactions and 888 catalyst types from USPTO. Predict which catalyst facilitates the given reaction. Reactant: [Cl:1][C:2]1[C:3]([N:11]2[C:15]([NH:16][CH2:17][CH:18]3[CH2:20][CH2:19]3)=[C:14]([C:21]#[N:22])[CH:13]=[N:12]2)=[N:4][N:5]2[CH2:10][CH2:9][CH2:8][CH2:7][C:6]=12.[F:23][C:24]([F:35])([F:34])[C:25](O[C:25](=[O:26])[C:24]([F:35])([F:34])[F:23])=[O:26].O. Product: [Cl:1][C:2]1[C:3]([N:11]2[C:15]([N:16]([CH2:17][CH:18]3[CH2:20][CH2:19]3)[C:25](=[O:26])[C:24]([F:35])([F:34])[F:23])=[C:14]([C:21]#[N:22])[CH:13]=[N:12]2)=[N:4][N:5]2[CH2:10][CH2:9][CH2:8][CH2:7][C:6]=12. The catalyst class is: 10.